This data is from Forward reaction prediction with 1.9M reactions from USPTO patents (1976-2016). The task is: Predict the product of the given reaction. (1) Given the reactants Cl.[NH2:2][CH2:3][CH2:4][O:5][C:6]1[CH:11]=[CH:10][C:9]([NH:12][C:13](=[O:22])[C:14]2[CH:19]=[CH:18][CH:17]=[C:16]([O:20][CH3:21])[CH:15]=2)=[CH:8][C:7]=1[C:23]1[N:27]([CH3:28])[N:26]=[CH:25][CH:24]=1.C(N(CC)CC)C.[C:36](Cl)(=[O:38])[CH3:37], predict the reaction product. The product is: [C:36]([NH:2][CH2:3][CH2:4][O:5][C:6]1[CH:11]=[CH:10][C:9]([NH:12][C:13](=[O:22])[C:14]2[CH:19]=[CH:18][CH:17]=[C:16]([O:20][CH3:21])[CH:15]=2)=[CH:8][C:7]=1[C:23]1[N:27]([CH3:28])[N:26]=[CH:25][CH:24]=1)(=[O:38])[CH3:37]. (2) Given the reactants [F:1][C:2]([F:7])([F:6])[C:3]([OH:5])=[O:4].CO[C:10]1[CH:21]=[CH:20][C:13]2[CH2:14][CH2:15][N:16](C)[CH2:17][CH2:18][C:12]=2[CH:11]=1.[CH3:22]CCCCCC, predict the reaction product. The product is: [F:1][C:2]([F:7])([F:6])[C:3]([O-:5])=[O:4].[CH3:3][O:4][C:20]1[CH:13]=[CH:14][C:15]2[NH:16][CH2:17][CH2+:18]([CH3:22])[CH2:12][CH2:11][C:10]=2[CH:21]=1. (3) Given the reactants [C:1]([C:5]1[CH:6]=[CH:7][C:8]2[N:9]([CH:11]=[C:12]([C@H:14]3[NH:17][C:16](=[O:18])[C@@H:15]3[CH3:19])[N:13]=2)[CH:10]=1)([CH3:4])([CH3:3])[CH3:2].[C:20](O[C:20]([O:22][C:23]([CH3:26])([CH3:25])[CH3:24])=[O:21])([O:22][C:23]([CH3:26])([CH3:25])[CH3:24])=[O:21].C(N(CC)CC)C, predict the reaction product. The product is: [C:1]([C:5]1[CH:6]=[CH:7][C:8]2[N:9]([CH:11]=[C:12]([C@@H:14]3[C@@H:15]([CH3:19])[C:16](=[O:18])[N:17]3[C:20]([O:22][C:23]([CH3:26])([CH3:25])[CH3:24])=[O:21])[N:13]=2)[CH:10]=1)([CH3:4])([CH3:2])[CH3:3]. (4) Given the reactants C[O:2][C:3]([C:5]1[CH:6]=[C:7]2[C:11](=[CH:12][CH:13]=1)[CH2:10][C@H:9]([NH:14][C:15]([O:17][CH2:18][C:19]1[CH:24]=[CH:23][CH:22]=[CH:21][CH:20]=1)=[O:16])[CH2:8]2)=O.[BH4-].[Li+], predict the reaction product. The product is: [OH:2][CH2:3][C:5]1[CH:6]=[C:7]2[C:11](=[CH:12][CH:13]=1)[CH2:10][C@H:9]([NH:14][C:15](=[O:16])[O:17][CH2:18][C:19]1[CH:20]=[CH:21][CH:22]=[CH:23][CH:24]=1)[CH2:8]2. (5) Given the reactants [Br:1][C:2]1[CH:7]=[CH:6][C:5]([C:8]2[N:9]([CH2:20][CH2:21][NH:22]C(=O)OC(C)(C)C)[C:10](=[N:13][C:14]3[CH:19]=[CH:18][CH:17]=[CH:16][CH:15]=3)[S:11][CH:12]=2)=[CH:4][CH:3]=1.FC(F)(F)C(O)=O, predict the reaction product. The product is: [NH2:22][CH2:21][CH2:20][N:9]1[C:8]([C:5]2[CH:4]=[CH:3][C:2]([Br:1])=[CH:7][CH:6]=2)=[CH:12][S:11][C:10]1=[N:13][C:14]1[CH:19]=[CH:18][CH:17]=[CH:16][CH:15]=1. (6) Given the reactants [NH:1]1[CH2:6][CH2:5][CH2:4][CH2:3][CH2:2]1.[CH3:7][O:8][C:9]1[CH:10]=[C:11]([CH:36]=[CH:37][CH:38]=1)[CH2:12][N:13]([CH:33]([CH3:35])[CH3:34])[C:14]([C:16]1[C:17]([C:26]2[CH:31]=[CH:30][CH:29]=[CH:28][C:27]=2[F:32])=[N:18][C:19](S(C)(=O)=O)=[N:20][CH:21]=1)=[O:15], predict the reaction product. The product is: [CH3:7][O:8][C:9]1[CH:10]=[C:11]([CH:36]=[CH:37][CH:38]=1)[CH2:12][N:13]([CH:33]([CH3:35])[CH3:34])[C:14]([C:16]1[C:17]([C:26]2[CH:31]=[CH:30][CH:29]=[CH:28][C:27]=2[F:32])=[N:18][C:19]([N:1]2[CH2:6][CH2:5][CH2:4][CH2:3][CH2:2]2)=[N:20][CH:21]=1)=[O:15].